From a dataset of Experimentally validated miRNA-target interactions with 360,000+ pairs, plus equal number of negative samples. Binary Classification. Given a miRNA mature sequence and a target amino acid sequence, predict their likelihood of interaction. The miRNA is hsa-miR-508-3p with sequence UGAUUGUAGCCUUUUGGAGUAGA. The protein sequence of the target gene is MVRGARQSQQPRSRLAPRLSGTVEKPPRKRKSRTEFTLKETMSSGGAEDDIPQGERKTVTDFCYLLDKSKQLFNGLRDLPQYGQKQWQSYFGRTFDVYTKLWKFQQQHRQVLDNRYGLKRWQIGEIASKIGQLYYHYYLRTSETSYLNEAFSFYSAIRQRSYYSQVNKEDRPELVVKKLRYYARFIVVCLLLNKMDVVKDLVKELSDEIEDYTHRFNTEDQVEWNLVLQEVAAFIEADPVMVLNDDNTIVITSNRLAETGAPLLEQGMIVGQLSLADALIIGNCNNQVKFSELTVDMFRM.... Result: 0 (no interaction).